Dataset: Full USPTO retrosynthesis dataset with 1.9M reactions from patents (1976-2016). Task: Predict the reactants needed to synthesize the given product. (1) Given the product [NH:24]1[C:28]2[CH:29]=[CH:30][C:31]([NH:33][C:2]3[C:11]4=[N:12][NH:13][CH:14]=[C:10]4[C:9]4[CH:8]=[CH:7][CH:6]=[CH:5][C:4]=4[N:3]=3)=[CH:32][C:27]=2[N:26]=[CH:25]1, predict the reactants needed to synthesize it. The reactants are: Cl[C:2]1[C:11]2=[N:12][N:13](CC3C=CC(OC)=CC=3)[CH:14]=[C:10]2[C:9]2[CH:8]=[CH:7][CH:6]=[CH:5][C:4]=2[N:3]=1.[NH:24]1[C:28]2[CH:29]=[CH:30][C:31]([NH2:33])=[CH:32][C:27]=2[N:26]=[CH:25]1.Cl. (2) Given the product [OH:1][C@@H:2]([C@H:4]1[C:25](=[O:26])[N:6]2[C:7]([C:19]([O-:21])=[O:20])=[C:8]([C:10]3[CH:14]=[C:13]([CH2:15][CH3:16])[N:12]([CH2:17][CH3:18])[N:11]=3)[CH2:9][CH:5]12)[CH3:3].[Na+:37], predict the reactants needed to synthesize it. The reactants are: [OH:1][C@@H:2]([C@H:4]1[C:25](=[O:26])[N:6]2[C:7]([C:19]([O:21]CC=C)=[O:20])=[C:8]([C:10]3[CH:14]=[C:13]([CH2:15][CH3:16])[N:12]([CH2:17][CH3:18])[N:11]=3)[CH2:9][C@H:5]12)[CH3:3].C(C(CCCC)C([O-])=O)C.[Na+:37].C1(P(C2C=CC=CC=2)C2C=CC=CC=2)C=CC=CC=1.C(OCC)C. (3) The reactants are: Cl[C:2]([O:4][C:5]1[CH:10]=[CH:9][C:8]([N+:11]([O-:13])=[O:12])=[CH:7][CH:6]=1)=[O:3].C(N(CC)CC)C.[NH2:21][C@H:22]1[CH2:27][CH2:26][CH2:25][N:24]([C:28]([O:30][C:31]([CH3:34])([CH3:33])[CH3:32])=[O:29])[CH2:23]1. Given the product [N+:11]([C:8]1[CH:9]=[CH:10][C:5]([O:4][C:2]([NH:21][C@H:22]2[CH2:27][CH2:26][CH2:25][N:24]([C:28]([O:30][C:31]([CH3:34])([CH3:33])[CH3:32])=[O:29])[CH2:23]2)=[O:3])=[CH:6][CH:7]=1)([O-:13])=[O:12], predict the reactants needed to synthesize it. (4) Given the product [C:15]1([C:23]2[CH:24]=[CH:25][CH:26]=[CH:27][CH:28]=2)[CH:20]=[CH:19][CH:18]=[C:17]([CH2:21][N:12]2[CH2:11][CH2:10][N:9]([C:3]3[CH:4]=[CH:5][CH:6]=[C:7]([CH3:8])[C:2]=3[CH3:1])[CH2:14][CH2:13]2)[CH:16]=1, predict the reactants needed to synthesize it. The reactants are: [CH3:1][C:2]1[C:7]([CH3:8])=[CH:6][CH:5]=[CH:4][C:3]=1[N:9]1[CH2:14][CH2:13][NH:12][CH2:11][CH2:10]1.[C:15]1([C:23]2[CH:28]=[CH:27][CH:26]=[CH:25][CH:24]=2)[CH:20]=[CH:19][CH:18]=[C:17]([CH:21]=O)[CH:16]=1.[BH-](OC(C)=O)(OC(C)=O)OC(C)=O.[Na+].C1(C2C=CC=CC=2)C=CC=CC=1CN1CCN(C2C=CC=CC=2)CC1. (5) Given the product [CH2:1]([O:8][N:9]1[C:14]2[N:15]=[CH:16][N:17]=[CH:18][C:13]=2[C:12]([NH:19][CH2:20][C:21]2[CH:26]=[CH:25][CH:24]=[CH:23][N:22]=2)=[CH:11][C:10]1=[O:32])[C:2]1[CH:7]=[CH:6][CH:5]=[CH:4][CH:3]=1, predict the reactants needed to synthesize it. The reactants are: [CH2:1]([O:8][N:9]1[C:14]2[N:15]=[CH:16][N:17]=[CH:18][C:13]=2[C:12]([NH:19][CH2:20][C:21]2[CH:26]=[CH:25][CH:24]=[CH:23][N:22]=2)=[C:11](C(OCC)=O)[C:10]1=[O:32])[C:2]1[CH:7]=[CH:6][CH:5]=[CH:4][CH:3]=1.[OH-].[Na+]. (6) Given the product [CH3:25][C:26]1[CH:27]=[C:28]([C:2]2[N:7]=[C:6]([NH:8][CH2:9][CH2:10][NH:11][C:12]3[N:17]=[C:16]([NH2:18])[C:15]([N+:19]([O-:21])=[O:20])=[CH:14][CH:13]=3)[N:5]3[N:22]=[CH:23][N:24]=[C:4]3[CH:3]=2)[CH:29]=[C:30]([CH3:32])[CH:31]=1, predict the reactants needed to synthesize it. The reactants are: Cl[C:2]1[N:7]=[C:6]([NH:8][CH2:9][CH2:10][NH:11][C:12]2[N:17]=[C:16]([NH2:18])[C:15]([N+:19]([O-:21])=[O:20])=[CH:14][CH:13]=2)[N:5]2[N:22]=[CH:23][N:24]=[C:4]2[CH:3]=1.[CH3:25][C:26]1[CH:27]=[C:28](B(O)O)[CH:29]=[C:30]([CH3:32])[CH:31]=1. (7) The reactants are: Cl[C:2]1[C:3]2[C:4](=[CH:13][N:14](CC3C=CC(OC)=CC=3)[N:15]=2)[N:5]=[C:6]([C:8]2[NH:9][CH:10]=[CH:11][N:12]=2)[N:7]=1.[CH3:25][N:26]1[CH2:31][CH2:30][N:29]([C:32]2[CH:38]=[CH:37][C:35]([NH2:36])=[CH:34][CH:33]=2)[CH2:28][CH2:27]1.Cl. Given the product [NH:9]1[CH:10]=[CH:11][N:12]=[C:8]1[C:6]1[N:7]=[C:2]([NH:36][C:35]2[CH:34]=[CH:33][C:32]([N:29]3[CH2:28][CH2:27][N:26]([CH3:25])[CH2:31][CH2:30]3)=[CH:38][CH:37]=2)[C:3]2[NH:15][N:14]=[CH:13][C:4]=2[N:5]=1, predict the reactants needed to synthesize it.